The task is: Predict the reaction yield, written as a fraction of the theoretical maximum amount of product (1.0 means a 100% yield; for example, 0.34 means a 34% yield).. This data is from Reaction yield outcomes from USPTO patents with 853,638 reactions. (1) The reactants are Cl.ClC[C:4]1[CH:9]=[CH:8][CH:7]=[CH:6][N:5]=1.[CH3:10][NH2:11].[CH3:12]CO. No catalyst specified. The product is [CH3:10][N:11]([C:4]1[CH:9]=[CH:8][CH:7]=[CH:6][N:5]=1)[CH3:12]. The yield is 0.200. (2) The reactants are [F:1][C:2]1([CH2:10][C:11]2[CH:19]=[CH:18][C:14]([C:15]([OH:17])=O)=[CH:13][CH:12]=2)[CH2:9][CH2:8][CH2:7][CH2:6][CH2:5][C:4]#[C:3]1.FC(F)(F)C([O-])=O.[O:27]=[C:28]1[CH:32]=[CH:31][C:30](=[O:33])[N:29]1[CH2:34][CH2:35][CH2:36][NH3+:37].ON1C2C=CC=CC=2N=N1. The catalyst is C(Cl)Cl. The product is [O:27]=[C:28]1[CH:32]=[CH:31][C:30](=[O:33])[N:29]1[CH2:34][CH2:35][CH2:36][NH:37][C:15](=[O:17])[C:14]1[CH:13]=[CH:12][C:11]([CH2:10][C:2]2([F:1])[CH2:9][CH2:8][CH2:7][CH2:6][CH2:5][C:4]#[C:3]2)=[CH:19][CH:18]=1. The yield is 0.650. (3) The reactants are [C:1]([O:5][C:6](=[O:17])[NH:7][C@@H:8]([C:10]1[CH:15]=[CH:14][CH:13]=[C:12](Br)[CH:11]=1)[CH3:9])([CH3:4])([CH3:3])[CH3:2].[CH2:18]([Sn](CCCC)(CCCC)C=C)[CH2:19]CC. The catalyst is C1(C)C=CC=CC=1.[Pd].C1(P(C2C=CC=CC=2)C2C=CC=CC=2)C=CC=CC=1. The product is [C:1]([O:5][C:6](=[O:17])[NH:7][C@@H:8]([C:10]1[CH:15]=[CH:14][CH:13]=[C:12]([CH:18]=[CH2:19])[CH:11]=1)[CH3:9])([CH3:4])([CH3:3])[CH3:2]. The yield is 0.820.